From a dataset of Reaction yield outcomes from USPTO patents with 853,638 reactions. Predict the reaction yield, written as a fraction of the theoretical maximum amount of product (1.0 means a 100% yield; for example, 0.34 means a 34% yield). (1) The reactants are [F:1][C:2]1[C:32]([F:33])=[CH:31][CH:30]=[CH:29][C:3]=1[CH2:4][N:5]1[C:10](=[O:11])[CH:9]=[CH:8][C:7]([CH2:12][C:13]2[C:21]3[C:16](=[CH:17][CH:18]=[C:19]([F:22])[CH:20]=3)[N:15]([CH2:23][C:24]([O:26]C)=[O:25])[C:14]=2[CH3:28])=[CH:6]1.O.[OH-].[Li+]. No catalyst specified. The product is [F:1][C:2]1[C:32]([F:33])=[CH:31][CH:30]=[CH:29][C:3]=1[CH2:4][N:5]1[C:10](=[O:11])[CH:9]=[CH:8][C:7]([CH2:12][C:13]2[C:21]3[C:16](=[CH:17][CH:18]=[C:19]([F:22])[CH:20]=3)[N:15]([CH2:23][C:24]([OH:26])=[O:25])[C:14]=2[CH3:28])=[CH:6]1. The yield is 0.610. (2) The reactants are C(N(S(F)(F)[F:7])CC)C.C(Cl)Cl.[F:13][C:14]1[CH:23]=[CH:22][CH:21]=[C:20]2[C:15]=1[CH:16](O)[C:17]([CH3:35])([CH3:34])[N:18]=[C:19]2[C:24]1[CH:25]=[N:26][C:27]2[C:32]([CH:33]=1)=[CH:31][CH:30]=[CH:29][CH:28]=2. The catalyst is O. The product is [F:7][CH:16]1[C:15]2[C:20](=[CH:21][CH:22]=[CH:23][C:14]=2[F:13])[C:19]([C:24]2[CH:25]=[N:26][C:27]3[C:32]([CH:33]=2)=[CH:31][CH:30]=[CH:29][CH:28]=3)=[N:18][C:17]1([CH3:35])[CH3:34]. The yield is 0.900. (3) The reactants are [N:1]1([CH2:7][CH2:8][NH:9][C:10]([C:12]2[NH:13][C:14]([CH:18]=[C:19]3[C:27]4[C:26]([Cl:28])=[N:25][CH:24]=[N:23][C:22]=4[NH:21][C:20]3=[O:29])=[C:15]([CH3:17])[CH:16]=2)=[O:11])[CH2:6][CH2:5][O:4][CH2:3][CH2:2]1.[CH2:30]([N:37]1[C:45]2[C:40](=[CH:41][C:42]([NH2:46])=[CH:43][CH:44]=2)[CH:39]=[CH:38]1)[C:31]1[CH:36]=[CH:35][CH:34]=[CH:33][CH:32]=1. No catalyst specified. The product is [ClH:28].[N:1]1([CH2:7][CH2:8][NH:9][C:10]([C:12]2[NH:13][C:14]([CH:18]=[C:19]3[C:27]4[C:26]([NH:46][C:42]5[CH:41]=[C:40]6[C:45](=[CH:44][CH:43]=5)[N:37]([CH2:30][C:31]5[CH:32]=[CH:33][CH:34]=[CH:35][CH:36]=5)[CH:38]=[CH:39]6)=[N:25][CH:24]=[N:23][C:22]=4[NH:21][C:20]3=[O:29])=[C:15]([CH3:17])[CH:16]=2)=[O:11])[CH2:6][CH2:5][O:4][CH2:3][CH2:2]1. The yield is 0.0800. (4) The reactants are [Cl:1][C:2]1[CH:7]=[C:6]([N+:8]([O-])=O)[CH:5]=[CH:4][C:3]=1[O:11][CH2:12][C:13]1[CH:18]=[CH:17][CH:16]=[C:15]([F:19])[CH:14]=1.[H][H]. The catalyst is C(OCC)(=O)C.[Pt]. The product is [Cl:1][C:2]1[CH:7]=[C:6]([CH:5]=[CH:4][C:3]=1[O:11][CH2:12][C:13]1[CH:18]=[CH:17][CH:16]=[C:15]([F:19])[CH:14]=1)[NH2:8]. The yield is 0.920. (5) The reactants are [CH2:1]([N:3]1[CH:11]=[C:10]2[C:5]([CH:6]=[C:7]([C:23](O)=[O:24])[CH:8]=[C:9]2[O:12][C:13]2[CH:18]=[CH:17][C:16]([S:19]([CH3:22])(=[O:21])=[O:20])=[CH:15][CH:14]=2)=[N:4]1)[CH3:2].[CH3:26][O:27][C:28](=[O:36])[C:29]1[CH:34]=[CH:33][C:32]([NH2:35])=[N:31][CH:30]=1.F[B-](F)(F)F.N1(OC(N(C)C)=[N+](C)C)C2C=CC=CC=2N=N1.C(N(CC)CC)C. The catalyst is CN(C)C=O.C(OCC)(=O)C. The product is [CH2:1]([N:3]1[CH:11]=[C:10]2[C:5]([CH:6]=[C:7]([C:23]([NH:35][C:32]3[CH:33]=[CH:34][C:29]([C:28]([O:27][CH3:26])=[O:36])=[CH:30][N:31]=3)=[O:24])[CH:8]=[C:9]2[O:12][C:13]2[CH:14]=[CH:15][C:16]([S:19]([CH3:22])(=[O:21])=[O:20])=[CH:17][CH:18]=2)=[N:4]1)[CH3:2]. The yield is 0.100. (6) The catalyst is O1CCCC1. The yield is 0.630. The reactants are [C:1]([O-:6])(=[O:5])[CH:2]([CH3:4])[CH3:3].C([N+](CCCC)(CCCC)CCCC)CCC.[C:24](=[O:32])([S:29][CH2:30][CH3:31])[O:25][CH:26](Cl)[CH3:27]. The product is [C:24](=[O:32])([S:29][CH2:30][CH3:31])[O:25][CH:26]([O:5][C:1](=[O:6])[CH:2]([CH3:4])[CH3:3])[CH3:27]. (7) The reactants are [CH3:1][O:2][C:3]1[CH:8]=[C:7]([O:9][CH3:10])[CH:6]=[C:5]([O:11][CH3:12])[CH:4]=1.CO/[CH:15]=[CH:16]/[C:17]([O:19][CH3:20])=[O:18].P(Cl)(Cl)(Cl)=O. The catalyst is O.C(O)(=O)C. The product is [CH3:12][O:11][C:5]1[CH:4]=[C:3]([O:2][CH3:1])[CH:8]=[C:7]([O:9][CH3:10])[C:6]=1/[CH:15]=[CH:16]/[C:17]([O:19][CH3:20])=[O:18]. The yield is 0.910. (8) The reactants are Br[C:2]1[C:7]([CH3:8])=[CH:6][CH:5]=[CH:4][N:3]=1.C([O-])([O-])=O.[K+].[K+].N#N.[C:17]([O:21][C:22]([C:24]1[CH:25]=[C:26](B(O)O)[CH:27]=[CH:28][CH:29]=1)=[O:23])([CH3:20])([CH3:19])[CH3:18].C(Cl)Cl.CS(O)(=O)=O.[OH-].[Na+]. The catalyst is C1(C)C=CC=CC=1.C1C=CC(P(C2C=CC=CC=2)[C-]2C=CC=C2)=CC=1.C1C=CC(P(C2C=CC=CC=2)[C-]2C=CC=C2)=CC=1.Cl[Pd]Cl.[Fe+2].O. The product is [C:17]([O:21][C:22](=[O:23])[C:24]1[CH:25]=[CH:26][CH:27]=[C:28]([C:2]2[C:7]([CH3:8])=[CH:6][CH:5]=[CH:4][N:3]=2)[CH:29]=1)([CH3:20])([CH3:18])[CH3:19]. The yield is 0.820. (9) The reactants are Br[C:2]1[C:11]2[C:6](=[CH:7][C:8]([O:12][CH3:13])=[CH:9][CH:10]=2)[CH:5]=[CH:4][C:3]=1[C:14]1[CH:23]=[CH:22][C:17]([C:18]([O:20][CH3:21])=[O:19])=[CH:16][CH:15]=1.[CH3:24][Zn]Cl. The catalyst is C1COCC1.C1C=CC([P]([Pd]([P](C2C=CC=CC=2)(C2C=CC=CC=2)C2C=CC=CC=2)([P](C2C=CC=CC=2)(C2C=CC=CC=2)C2C=CC=CC=2)[P](C2C=CC=CC=2)(C2C=CC=CC=2)C2C=CC=CC=2)(C2C=CC=CC=2)C2C=CC=CC=2)=CC=1. The product is [CH3:13][O:12][C:8]1[CH:7]=[C:6]2[C:11](=[CH:10][CH:9]=1)[C:2]([CH3:24])=[C:3]([C:14]1[CH:23]=[CH:22][C:17]([C:18]([O:20][CH3:21])=[O:19])=[CH:16][CH:15]=1)[CH:4]=[CH:5]2. The yield is 0.850.